Dataset: Full USPTO retrosynthesis dataset with 1.9M reactions from patents (1976-2016). Task: Predict the reactants needed to synthesize the given product. (1) Given the product [CH2:1]([O:3][C:4](=[O:25])[CH2:5][CH:6]1[O:10][B:9]([OH:11])[C:8]2[CH:12]=[C:13]([O:17][C:18]3[CH:23]=[CH:22][N:21]=[C:20]([NH:31][CH2:30][C:29]4[CH:32]=[C:33]([O:48][CH3:47])[CH:34]=[CH:35][C:28]=4[O:27][CH3:26])[N:19]=3)[CH:14]=[C:15]([CH3:16])[C:7]1=2)[CH3:2], predict the reactants needed to synthesize it. The reactants are: [CH2:1]([O:3][C:4](=[O:25])[CH2:5][CH:6]1[O:10][B:9]([OH:11])[C:8]2[CH:12]=[C:13]([O:17][C:18]3[CH:23]=[CH:22][N:21]=[C:20](Cl)[N:19]=3)[CH:14]=[C:15]([CH3:16])[C:7]1=2)[CH3:2].[CH3:26][O:27][C:28]1[CH:35]=[C:34](OC)[CH:33]=[CH:32][C:29]=1[CH2:30][NH2:31].C(N(CC)CC)C.C1C[O:48][CH2:47]C1. (2) Given the product [CH3:1][O:2][C:3](=[O:27])[CH2:4][C:5]1[C:9]2[C:10]([C:25]#[N:26])=[CH:11][C:12]([OH:14])=[CH:13][C:8]=2[S:7][CH:6]=1, predict the reactants needed to synthesize it. The reactants are: [CH3:1][O:2][C:3](=[O:27])[CH2:4][C:5]1[C:9]2[C:10]([C:25]#[N:26])=[CH:11][C:12]([O:14][Si](C(C)C)(C(C)C)C(C)C)=[CH:13][C:8]=2[S:7][CH:6]=1.O.O.[F-].[K+]. (3) The reactants are: F[C:2]1[CH:9]=[CH:8][C:5]([C:6]#[N:7])=[C:4]([CH3:10])[CH:3]=1.[C:11]([O:15][C:16]([N:18]1[CH2:23][CH2:22][CH2:21][CH:20]([OH:24])[CH2:19]1)=[O:17])([CH3:14])([CH3:13])[CH3:12].[H-].[Na+]. Given the product [C:11]([O:15][C:16]([N:18]1[CH2:23][CH2:22][CH2:21][CH:20]([O:24][C:2]2[CH:9]=[CH:8][C:5]([C:6]#[N:7])=[C:4]([CH3:10])[CH:3]=2)[CH2:19]1)=[O:17])([CH3:14])([CH3:12])[CH3:13], predict the reactants needed to synthesize it. (4) The reactants are: [F:1][C:2]1[CH:12]=[CH:11][C:5]([O:6][CH:7]2[CH2:10][NH:9][CH2:8]2)=[CH:4][CH:3]=1.Cl[C:14]1[N:22]=[CH:21][C:20]([C:23]([F:26])([F:25])[F:24])=[CH:19][C:15]=1[C:16]([OH:18])=[O:17]. Given the product [F:1][C:2]1[CH:12]=[CH:11][C:5]([O:6][CH:7]2[CH2:8][N:9]([C:14]3[N:22]=[CH:21][C:20]([C:23]([F:26])([F:24])[F:25])=[CH:19][C:15]=3[C:16]([OH:18])=[O:17])[CH2:10]2)=[CH:4][CH:3]=1, predict the reactants needed to synthesize it. (5) Given the product [CH:1]1[CH:6]=[CH:5][C:4]([C:10]([OH:12])=[O:11])=[C:3]([C:13]2[C:14]3[CH:19]=[CH:18][C:17]([OH:20])=[CH:16][C:15]=3[O:21][C:22]3[C:23]=2[CH:24]=[CH:25][C:26]([CH:27]=3)=[O:28])[CH:2]=1, predict the reactants needed to synthesize it. The reactants are: [CH:1]1[C:6](N=C=S)=[CH:5][C:4]2[C:10]([O:12][C:13]3([C:23]4[CH:24]=[CH:25][C:26]([OH:28])=[CH:27][C:22]=4[O:21][C:15]4[CH:16]=[C:17]([OH:20])[CH:18]=[CH:19][C:14]3=4)[C:3]=2[CH:2]=1)=[O:11].ClCCl. (6) Given the product [CH3:1][O:2][C:3]1[CH:8]=[CH:7][C:6]([CH2:9][CH2:10][CH2:11][CH2:12][CH2:13][OH:14])=[CH:5][CH:4]=1, predict the reactants needed to synthesize it. The reactants are: [CH3:1][O:2][C:3]1[CH:8]=[CH:7][C:6]([C:9]#[C:10][CH2:11][CH2:12][CH2:13][OH:14])=[CH:5][CH:4]=1.[H][H]. (7) The reactants are: [NH2:1][C:2]1[CH:3]=[C:4]([C:8]2[CH:17]=[CH:16][CH:15]=[C:14]3[C:9]=2[CH:10]=[CH:11][N:12]=[CH:13]3)[CH:5]=[CH:6][CH:7]=1.[F:18][C:19]1[CH:24]=[CH:23][C:22]([C:25]([F:28])([F:27])[F:26])=[CH:21][C:20]=1[N:29]=[C:30]=[O:31]. Given the product [F:18][C:19]1[CH:24]=[CH:23][C:22]([C:25]([F:28])([F:27])[F:26])=[CH:21][C:20]=1[NH:29][C:30]([NH:1][C:2]1[CH:7]=[CH:6][CH:5]=[C:4]([C:8]2[CH:17]=[CH:16][CH:15]=[C:14]3[C:9]=2[CH:10]=[CH:11][N:12]=[CH:13]3)[CH:3]=1)=[O:31], predict the reactants needed to synthesize it. (8) Given the product [CH:1]([CH:4]1[CH2:9][NH:8][CH2:7][CH2:6][NH:5]1)([CH3:3])[CH3:2], predict the reactants needed to synthesize it. The reactants are: [CH:1]([C:4]1[CH:9]=[N:8][CH:7]=[CH:6][N:5]=1)([CH3:3])[CH3:2].